Dataset: Forward reaction prediction with 1.9M reactions from USPTO patents (1976-2016). Task: Predict the product of the given reaction. (1) Given the reactants [C:1]([O:5][C:6]([N:8]1[CH2:13][CH2:12][C:11]([NH2:16])([C:14]#[N:15])[CH2:10][CH2:9]1)=[O:7])([CH3:4])([CH3:3])[CH3:2].[F:17][C:18]([F:29])([F:28])[C:19](O[C:19](=[O:20])[C:18]([F:29])([F:28])[F:17])=[O:20], predict the reaction product. The product is: [C:1]([O:5][C:6]([N:8]1[CH2:9][CH2:10][C:11]([C:14]#[N:15])([NH:16][C:19](=[O:20])[C:18]([F:29])([F:28])[F:17])[CH2:12][CH2:13]1)=[O:7])([CH3:4])([CH3:2])[CH3:3]. (2) Given the reactants [CH2:1]([NH:8][C:9]1[CH:16]=[CH:15][C:12](C=O)=[CH:11][C:10]=1[N+:17]([O-:19])=[O:18])[C:2]1[CH:7]=[CH:6][CH:5]=[CH:4][CH:3]=1.[NH:20]1[CH2:25][CH2:24][O:23][CH2:22][CH2:21]1.[C:26]([BH3-])#N.[Na+].[OH-].[Na+], predict the reaction product. The product is: [CH2:1]([NH:8][C:9]1[CH:16]=[CH:15][C:12]([N:20]2[CH2:25][CH2:24][O:23][CH2:22][CH2:21]2)=[C:11]([CH3:26])[C:10]=1[N+:17]([O-:19])=[O:18])[C:2]1[CH:3]=[CH:4][CH:5]=[CH:6][CH:7]=1.